From a dataset of Reaction yield outcomes from USPTO patents with 853,638 reactions. Predict the reaction yield, written as a fraction of the theoretical maximum amount of product (1.0 means a 100% yield; for example, 0.34 means a 34% yield). (1) The yield is 0.200. The product is [C:1]([C:5]1[CH:14]=[CH:13][C:12]([NH2:15])=[CH:11][C:6]=1[CH2:7][OH:8])([CH3:4])([CH3:2])[CH3:3]. The reactants are [C:1]([C:5]1[CH:14]=[CH:13][C:12]([NH2:15])=[CH:11][C:6]=1[C:7](OC)=[O:8])([CH3:4])([CH3:3])[CH3:2].[H-].[H-].[H-].[H-].[Li+].[Al+3]. The catalyst is C1COCC1.O. (2) The reactants are [C:1]1([C:7]#C)[CH:6]=[CH:5][CH:4]=[CH:3][CH:2]=1.[N:9]([CH2:12][CH2:13][CH2:14][CH2:15]CCN1C=CC=C(OCC2C=CC=CC=2)C1=O)=[N+:10]=[N-:11].[C:33]1([N:39]2[CH:44]=[CH:43][C:42]([CH2:45][CH2:46][C:47]3N=NN[CH:51]=3)=[C:41]([O:52]C)[C:40]2=[O:54])[CH:38]=[CH:37][CH:36]=[CH:35][CH:34]=1. No catalyst specified. The product is [C:33]1([N:39]2[CH:44]=[CH:43][C:42]([CH2:45][CH2:46][CH2:47][CH2:51][CH2:15][CH2:14][C:13]3[N:11]=[N:10][NH:9][CH:12]=3)=[C:41]([O:52][CH2:7][C:1]3[CH:2]=[CH:3][CH:4]=[CH:5][CH:6]=3)[C:40]2=[O:54])[CH:34]=[CH:35][CH:36]=[CH:37][CH:38]=1. The yield is 0.560.